Regression. Given two drug SMILES strings and cell line genomic features, predict the synergy score measuring deviation from expected non-interaction effect. From a dataset of NCI-60 drug combinations with 297,098 pairs across 59 cell lines. (1) Drug 1: C1=CC(=CC=C1CCC2=CNC3=C2C(=O)NC(=N3)N)C(=O)NC(CCC(=O)O)C(=O)O. Drug 2: CCC1(CC2CC(C3=C(CCN(C2)C1)C4=CC=CC=C4N3)(C5=C(C=C6C(=C5)C78CCN9C7C(C=CC9)(C(C(C8N6C=O)(C(=O)OC)O)OC(=O)C)CC)OC)C(=O)OC)O.OS(=O)(=O)O. Cell line: RPMI-8226. Synergy scores: CSS=62.6, Synergy_ZIP=1.61, Synergy_Bliss=1.85, Synergy_Loewe=-2.44, Synergy_HSA=0.644. (2) Cell line: MOLT-4. Drug 2: CCC1=CC2CC(C3=C(CN(C2)C1)C4=CC=CC=C4N3)(C5=C(C=C6C(=C5)C78CCN9C7C(C=CC9)(C(C(C8N6C)(C(=O)OC)O)OC(=O)C)CC)OC)C(=O)OC.C(C(C(=O)O)O)(C(=O)O)O. Drug 1: C1CC(=O)NC(=O)C1N2CC3=C(C2=O)C=CC=C3N. Synergy scores: CSS=53.5, Synergy_ZIP=-3.08, Synergy_Bliss=-11.4, Synergy_Loewe=-62.4, Synergy_HSA=-13.8.